Dataset: Reaction yield outcomes from USPTO patents with 853,638 reactions. Task: Predict the reaction yield, written as a fraction of the theoretical maximum amount of product (1.0 means a 100% yield; for example, 0.34 means a 34% yield). (1) The reactants are [NH:1]1[CH2:6][CH2:5][CH:4]([CH2:7][CH2:8][OH:9])[CH2:3][CH2:2]1.C([O-])(O)=O.[Na+].[CH3:15][C:16]([CH3:22])([CH3:21])[CH2:17][C:18](Cl)=[O:19]. The catalyst is ClCCl. The product is [OH:9][CH2:8][CH2:7][CH:4]1[CH2:5][CH2:6][N:1]([C:18](=[O:19])[CH2:17][C:16]([CH3:22])([CH3:21])[CH3:15])[CH2:2][CH2:3]1. The yield is 0.450. (2) The reactants are C[O:2][C:3](=O)[C:4]1[CH:9]=[C:8]([N:10]2[CH2:14][CH2:13][N:12]([C:15]3[CH:16]=[N:17][CH:18]=[CH:19][C:20]=3[CH3:21])[C:11]2=[O:22])[CH:7]=[CH:6][C:5]=1F.O.[NH2:26][NH2:27].CO. The catalyst is C(Cl)(Cl)Cl.C(Cl)Cl. The product is [CH3:21][C:20]1[CH:19]=[CH:18][N:17]=[CH:16][C:15]=1[N:12]1[CH2:13][CH2:14][N:10]([C:8]2[CH:9]=[C:4]3[C:5](=[CH:6][CH:7]=2)[NH:27][NH:26][C:3]3=[O:2])[C:11]1=[O:22]. The yield is 0.376. (3) The reactants are [Br:1][C:2]1[CH:7]=[C:6]([CH2:8][OH:9])[C:5]([F:10])=[CH:4][N:3]=1.CN(C)C=O.N1C=CN=C1.[CH3:21][C:22]([Si:25](Cl)([CH3:27])[CH3:26])([CH3:24])[CH3:23]. The catalyst is O. The product is [Br:1][C:2]1[CH:7]=[C:6]([CH2:8][O:9][Si:25]([C:22]([CH3:24])([CH3:23])[CH3:21])([CH3:27])[CH3:26])[C:5]([F:10])=[CH:4][N:3]=1. The yield is 0.940. (4) The reactants are CC1C=CC(S([O-])(=O)=O)=CC=1.C1C=C[NH+]=CC=1.[CH3:18][NH:19][C:20]([C:27]1[CH:32]=[CH:31][CH:30]=[CH:29][CH:28]=1)=[CH:21][C:22]([O:24][CH2:25][CH3:26])=[O:23].[Br:33][C:34]1[CH:40]=[CH:39]C(N)=[CH:36][C:35]=1[O:41][CH3:42]. The catalyst is C(Cl)Cl. The product is [Br:33][C:34]1[CH:40]=[CH:39][C:18]([NH:19][C:20]([C:27]2[CH:28]=[CH:29][CH:30]=[CH:31][CH:32]=2)=[CH:21][C:22]([O:24][CH2:25][CH3:26])=[O:23])=[CH:36][C:35]=1[O:41][CH3:42]. The yield is 0.940. (5) The reactants are [OH:1][C:2]1[CH:9]=[CH:8][C:5]([CH:6]=[O:7])=[CH:4][C:3]=1[CH3:10].CCN(CC)CC.[CH3:18][O:19][CH2:20]Cl. The catalyst is C(Cl)Cl.CCOC(C)=O. The product is [CH3:18][O:19][CH2:20][O:1][C:2]1[CH:9]=[CH:8][C:5]([CH:6]=[O:7])=[CH:4][C:3]=1[CH3:10]. The yield is 0.530. (6) The reactants are [NH:1]1[CH2:5][CH2:4][CH2:3][C@H:2]1[CH2:6][OH:7].C(=O)([O-])[O-].[Na+].[Na+].Cl[C:15]1[N:20]=[C:19]([O:21][C:22]2[CH:48]=[CH:47][C:46]([F:49])=[CH:45][C:23]=2[CH2:24][NH:25][C:26]([NH:28][C:29]2[N:33]([C:34]3[CH:39]=[CH:38][C:37]([CH3:40])=[CH:36][CH:35]=3)[N:32]=[C:31]([C:41]([CH3:44])([CH3:43])[CH3:42])[CH:30]=2)=[O:27])[CH:18]=[CH:17][N:16]=1. The catalyst is C(O)C. The product is [F:49][C:46]1[CH:47]=[CH:48][C:22]([O:21][C:19]2[CH:18]=[CH:17][N:16]=[C:15]([N:1]3[CH2:5][CH2:4][CH2:3][C@H:2]3[CH2:6][OH:7])[N:20]=2)=[C:23]([CH:45]=1)[CH2:24][NH:25][C:26]([NH:28][C:29]1[N:33]([C:34]2[CH:35]=[CH:36][C:37]([CH3:40])=[CH:38][CH:39]=2)[N:32]=[C:31]([C:41]([CH3:44])([CH3:42])[CH3:43])[CH:30]=1)=[O:27]. The yield is 0.990. (7) The reactants are [CH:1]([N:4]1[C:12]2[C:7](=[CH:8][C:9]([C:13]3[O:17][N:16]=[C:15]([C:18]4[CH:19]=[C:20]5[C:24](=[CH:25][CH:26]=4)[CH:23]([OH:27])[CH2:22][CH2:21]5)[N:14]=3)=[CH:10][CH:11]=2)[CH:6]=[CH:5]1)([CH3:3])[CH3:2].Br[CH2:29][C:30]([O:32][CH2:33][CH3:34])=[O:31]. No catalyst specified. The product is [CH2:33]([O:32][C:30](=[O:31])[CH2:29][O:27][CH:23]1[C:24]2[C:20](=[CH:19][C:18]([C:15]3[N:14]=[C:13]([C:9]4[CH:8]=[C:7]5[C:12](=[CH:11][CH:10]=4)[N:4]([CH:1]([CH3:3])[CH3:2])[CH:5]=[CH:6]5)[O:17][N:16]=3)=[CH:26][CH:25]=2)[CH2:21][CH2:22]1)[CH3:34]. The yield is 0.160.